Dataset: Full USPTO retrosynthesis dataset with 1.9M reactions from patents (1976-2016). Task: Predict the reactants needed to synthesize the given product. (1) Given the product [CH2:3]([O:10][C:11]1[CH:20]=[C:19]2[C:14]([C:15]([O:21][C:22]3[CH:27]=[CH:26][C:25]([NH:28][C:37](=[O:38])[O:36][C:33]([CH3:35])([CH3:34])[CH3:32])=[CH:24][C:23]=3[F:29])=[CH:16][CH:17]=[N:18]2)=[CH:13][C:12]=1[O:30][CH3:31])[C:4]1[CH:9]=[CH:8][CH:7]=[CH:6][CH:5]=1, predict the reactants needed to synthesize it. The reactants are: [H-].[Na+].[CH2:3]([O:10][C:11]1[CH:20]=[C:19]2[C:14]([C:15]([O:21][C:22]3[CH:27]=[CH:26][C:25]([NH2:28])=[CH:24][C:23]=3[F:29])=[CH:16][CH:17]=[N:18]2)=[CH:13][C:12]=1[O:30][CH3:31])[C:4]1[CH:9]=[CH:8][CH:7]=[CH:6][CH:5]=1.[CH3:32][C:33]([O:36][C:37](O[C:37]([O:36][C:33]([CH3:35])([CH3:34])[CH3:32])=[O:38])=[O:38])([CH3:35])[CH3:34]. (2) Given the product [CH2:19]([N:16]1[CH2:15][CH2:14][N:13]([C:7]2[CH:8]=[CH:9][C:10]([O:11][CH3:12])=[C:5]([S:2]([CH3:1])(=[O:3])=[O:4])[CH:6]=2)[CH2:18][CH2:17]1)[CH2:20][CH2:21][CH3:22], predict the reactants needed to synthesize it. The reactants are: [CH3:1][S:2]([C:5]1[CH:6]=[C:7]([N:13]2[CH2:18][CH2:17][NH:16][CH2:15][CH2:14]2)[CH:8]=[CH:9][C:10]=1[O:11][CH3:12])(=[O:4])=[O:3].[CH2:19](Br)[CH2:20][CH2:21][CH3:22]. (3) Given the product [Br:26][C:6]1[CH:5]=[C:4]([CH2:27][CH:28]([F:33])[C:29]([OH:31])=[O:30])[CH:3]=[C:2]([Br:1])[C:7]=1[O:8][C:9]1[CH:14]=[CH:13][C:12]2[N:15]=[C:16]([CH2:17][S:18]([CH3:21])(=[O:20])=[O:19])[N:23]([CH2:24][CH3:25])[C:11]=2[CH:10]=1, predict the reactants needed to synthesize it. The reactants are: [Br:1][C:2]1[CH:3]=[C:4]([CH2:27][CH:28]([F:33])[C:29]([O:31]C)=[O:30])[CH:5]=[C:6]([Br:26])[C:7]=1[O:8][C:9]1[CH:14]=[CH:13][C:12]([NH:15][C:16](=O)[CH2:17][S:18]([CH3:21])(=[O:20])=[O:19])=[C:11]([NH:23][CH2:24][CH3:25])[CH:10]=1. (4) Given the product [N:1]([C:2]1[CH:11]=[CH:10][C:5]([C:6]([OH:8])=[O:7])=[CH:4][C:3]=1[I:12])=[N+:17]=[N-:18], predict the reactants needed to synthesize it. The reactants are: [NH2:1][C:2]1[CH:11]=[CH:10][C:5]([C:6]([O:8]C)=[O:7])=[CH:4][C:3]=1[I:12].N([O-])=O.[Na+].[N-:17]=[N+:18]=[N-].[Na+].